Dataset: Reaction yield outcomes from USPTO patents with 853,638 reactions. Task: Predict the reaction yield, written as a fraction of the theoretical maximum amount of product (1.0 means a 100% yield; for example, 0.34 means a 34% yield). The reactants are [C:1]([O:5][C:6](=[O:11])[CH2:7][C:8]([CH3:10])=[O:9])([CH3:4])([CH3:3])[CH3:2].[H-].[Na+].C([Li])CCC.CCCCCC.[I:25][C:26]1[CH:33]=[CH:32][C:29]([CH2:30]Br)=[CH:28][CH:27]=1. The yield is 0.540. The catalyst is O1CCCC1. The product is [C:1]([O:5][C:6](=[O:11])[CH2:7][C:8](=[O:9])[CH2:10][CH2:30][C:29]1[CH:32]=[CH:33][C:26]([I:25])=[CH:27][CH:28]=1)([CH3:4])([CH3:2])[CH3:3].